Dataset: Catalyst prediction with 721,799 reactions and 888 catalyst types from USPTO. Task: Predict which catalyst facilitates the given reaction. Reactant: [N+:1]([C:4]1[CH:5]=[CH:6][CH:7]=[C:8]2[C:12]=1[NH:11][N:10]=[C:9]2[C:13]1[CH:18]=[CH:17][N:16]=[CH:15][CH:14]=1)([O-])=O. Product: [N:16]1[CH:17]=[CH:18][C:13]([C:9]2[C:8]3[C:12](=[C:4]([NH2:1])[CH:5]=[CH:6][CH:7]=3)[NH:11][N:10]=2)=[CH:14][CH:15]=1. The catalyst class is: 78.